This data is from Peptide-MHC class II binding affinity with 134,281 pairs from IEDB. The task is: Regression. Given a peptide amino acid sequence and an MHC pseudo amino acid sequence, predict their binding affinity value. This is MHC class II binding data. (1) The peptide sequence is MEADVILPIGTRSVE. The MHC is DRB1_0701 with pseudo-sequence DRB1_0701. The binding affinity (normalized) is 0.706. (2) The binding affinity (normalized) is 0.429. The MHC is DRB1_0301 with pseudo-sequence DRB1_0301. The peptide sequence is LYKLHGGHVSCRVKL. (3) The peptide sequence is LVQDDVIPANWKPDT. The MHC is DRB3_0101 with pseudo-sequence DRB3_0101. The binding affinity (normalized) is 0.484. (4) The peptide sequence is HAPAAPANPGLI. The binding affinity (normalized) is 0.573. The MHC is HLA-DQA10501-DQB10301 with pseudo-sequence HLA-DQA10501-DQB10301. (5) The peptide sequence is TNILEAKYWCPDSME. The MHC is DRB1_0404 with pseudo-sequence DRB1_0404. The binding affinity (normalized) is 0. (6) The peptide sequence is ELPGVDPDKDVDIMV. The MHC is HLA-DQA10101-DQB10501 with pseudo-sequence HLA-DQA10101-DQB10501. The binding affinity (normalized) is 0.202. (7) The binding affinity (normalized) is 0. The peptide sequence is AKPDGKTDCTKEVEE. The MHC is HLA-DPA10301-DPB10402 with pseudo-sequence HLA-DPA10301-DPB10402.